From a dataset of Reaction yield outcomes from USPTO patents with 853,638 reactions. Predict the reaction yield, written as a fraction of the theoretical maximum amount of product (1.0 means a 100% yield; for example, 0.34 means a 34% yield). The reactants are [N+:1]([C:4]1[CH:9]=[CH:8][C:7]([OH:10])=[CH:6][CH:5]=1)([O-:3])=[O:2].C([O-])([O-])=O.[K+].[K+].[I-].[Na+].[CH3:19][O:20][C:21](=[O:27])[CH2:22][O:23][CH2:24][CH2:25]Br. The catalyst is CC(C)=O. The product is [CH3:19][O:20][C:21](=[O:27])[CH2:22][O:23][CH2:24][CH2:25][O:10][C:7]1[CH:8]=[CH:9][C:4]([N+:1]([O-:3])=[O:2])=[CH:5][CH:6]=1. The yield is 0.436.